This data is from Forward reaction prediction with 1.9M reactions from USPTO patents (1976-2016). The task is: Predict the product of the given reaction. (1) Given the reactants [CH3:1][C:2]1[CH:30]=[CH:29][CH:28]=[C:27]([CH3:31])[C:3]=1[CH2:4][NH:5][C:6]1[CH:7]=[C:8]2[C:13](=[CH:14][CH:15]=1)[N:12]=[C:11]([N:16]1[CH:20]=[C:19]([C:21]([O:23]CC)=[O:22])[CH:18]=[N:17]1)[NH:10][C:9]2=O.[NH:32]1[CH2:36][CH2:35][CH2:34][CH2:33]1, predict the reaction product. The product is: [CH3:1][C:2]1[CH:30]=[CH:29][CH:28]=[C:27]([CH3:31])[C:3]=1[CH2:4][NH:5][C:6]1[CH:7]=[C:8]2[C:13](=[CH:14][CH:15]=1)[N:12]=[C:11]([N:16]1[CH:20]=[C:19]([C:21]([OH:23])=[O:22])[CH:18]=[N:17]1)[N:10]=[C:9]2[N:32]1[CH2:36][CH2:35][CH2:34][CH2:33]1. (2) Given the reactants [CH3:1][N:2]([CH:4]=O)C.[F:6][C:7]1[C:13]([F:14])=[CH:12][CH:11]=[C:10]([N+:15]([O-:17])=[O:16])C=1N.C(=O)([O-])[O-].[K+].[K+].CI, predict the reaction product. The product is: [F:6][C:7]1[C:13]([F:14])=[CH:12][CH:11]=[C:10]([N+:15]([O-:17])=[O:16])[C:4]=1[NH:2][CH3:1]. (3) Given the reactants [Br:1][C:2]1[CH:3]=[C:4]([O:12][C:13]2[CH:18]=[CH:17][CH:16]=[CH:15][CH:14]=2)[C:5]([NH:8][C:9]([NH2:11])=[S:10])=[N:6][CH:7]=1.Br[CH2:20][C:21](=O)[CH2:22][CH2:23][C:24]1[CH:29]=[CH:28][CH:27]=[CH:26][CH:25]=1, predict the reaction product. The product is: [Br:1][C:2]1[CH:3]=[C:4]([O:12][C:13]2[CH:14]=[CH:15][CH:16]=[CH:17][CH:18]=2)[C:5]([NH:8][C:9]2[S:10][CH:20]=[C:21]([CH2:22][CH2:23][C:24]3[CH:29]=[CH:28][CH:27]=[CH:26][CH:25]=3)[N:11]=2)=[N:6][CH:7]=1. (4) Given the reactants FC(F)(F)C(O)=O.[CH2:8]([NH:10][C:11]([C@@H:13]1[C@@H:17]([OH:18])[C@@H:16]([OH:19])[C@H:15]([N:20]2[CH:28]=[N:27][C:26]3[C:21]2=[N:22][C:23]([N:44]2[CH2:48][CH2:47][C@@H:46]([NH2:49])[CH2:45]2)=[N:24][C:25]=3[NH:29][CH2:30][CH:31]([C:38]2[CH:43]=[CH:42][CH:41]=[CH:40][CH:39]=2)[C:32]2[CH:37]=[CH:36][CH:35]=[CH:34][CH:33]=2)[O:14]1)=[O:12])[CH3:9].C1([O:56][C:57](=O)[NH:58][CH2:59][C:60]2[CH:65]=[CH:64][CH:63]=[C:62]([OH:66])[CH:61]=2)C=CC=CC=1, predict the reaction product. The product is: [CH2:8]([NH:10][C:11]([C@@H:13]1[C@@H:17]([OH:18])[C@@H:16]([OH:19])[C@H:15]([N:20]2[CH:28]=[N:27][C:26]3[C:21]2=[N:22][C:23]([N:44]2[CH2:48][CH2:47][C@@H:46]([NH:49][C:57]([NH:58][CH2:59][C:60]4[CH:65]=[CH:64][CH:63]=[C:62]([OH:66])[CH:61]=4)=[O:56])[CH2:45]2)=[N:24][C:25]=3[NH:29][CH2:30][CH:31]([C:38]2[CH:39]=[CH:40][CH:41]=[CH:42][CH:43]=2)[C:32]2[CH:37]=[CH:36][CH:35]=[CH:34][CH:33]=2)[O:14]1)=[O:12])[CH3:9]. (5) Given the reactants [CH2:1]([N:5]1[C:13]2[C:12](=[O:14])[NH:11][C:10]([Cl:15])=[N:9][C:8]=2[N:7]=[C:6]1[N:16]1[CH2:21][CH2:20][CH2:19][CH:18]([NH:22][C:23](=[O:29])[O:24][C:25]([CH3:28])([CH3:27])[CH3:26])[CH2:17]1)[C:2]#[C:3][CH3:4].CI.[C:32](=O)([O-])[O-].[K+].[K+].O, predict the reaction product. The product is: [CH2:1]([N:5]1[C:13]2[C:12](=[O:14])[N:11]([CH3:32])[C:10]([Cl:15])=[N:9][C:8]=2[N:7]=[C:6]1[N:16]1[CH2:21][CH2:20][CH2:19][CH:18]([NH:22][C:23](=[O:29])[O:24][C:25]([CH3:28])([CH3:27])[CH3:26])[CH2:17]1)[C:2]#[C:3][CH3:4]. (6) Given the reactants [Br:1][C:2]1[CH:3]=[C:4]2[C:10](I)=[N:9][N:8]([CH2:12][O:13][C:14](=[O:19])[C:15]([CH3:18])([CH3:17])[CH3:16])[C:5]2=N[CH:7]=1.[CH3:20][O:21][C:22]1[CH:27]=[CH:26][CH:25]=[CH:24][C:23]=1B(O)O.[CH2:31]1COCC1.C(#N)C, predict the reaction product. The product is: [Br:1][C:2]1[CH:3]=[C:4]2[C:5](=[CH:31][CH:7]=1)[N:8]([CH2:12][O:13][C:14](=[O:19])[C:15]([CH3:18])([CH3:17])[CH3:16])[N:9]=[C:10]2[C:23]1[CH:24]=[CH:25][CH:26]=[CH:27][C:22]=1[O:21][CH3:20]. (7) Given the reactants [N-:1]=[N+:2]=[N-:3].[Na+].[C:5]([C@@:7]1([OH:22])[C@H:11]([OH:12])[C:10](=[CH2:13])[O:9][C@H:8]1[N:14]1[CH:19]=[CH:18][C:17](=[O:20])[NH:16][C:15]1=[O:21])#[CH:6].[I:23]I, predict the reaction product. The product is: [N:1]([C@:10]1([CH2:13][I:23])[O:9][C@@H:8]([N:14]2[CH:19]=[CH:18][C:17](=[O:20])[NH:16][C:15]2=[O:21])[C@:7]([C:5]#[CH:6])([OH:22])[C@@H:11]1[OH:12])=[N+:2]=[N-:3].